Predict the product of the given reaction. From a dataset of Forward reaction prediction with 1.9M reactions from USPTO patents (1976-2016). (1) Given the reactants [NH2:1][C:2]1[N:7]=[C:6](Cl)[C:5]([CH:9]=[O:10])=[C:4]([NH:11][CH2:12][CH2:13][CH2:14][CH2:15][CH3:16])[N:3]=1.[Sn](C)(C)(C)[CH3:18], predict the reaction product. The product is: [NH2:1][C:2]1[N:7]=[C:6]([CH3:18])[C:5]([CH:9]=[O:10])=[C:4]([NH:11][CH2:12][CH2:13][CH2:14][CH2:15][CH3:16])[N:3]=1. (2) Given the reactants Cl[C:2]1[CH:11]=[C:10]2[C:5]([CH:6]=[C:7]([C:29]3[C:34]([Cl:35])=[C:33]([O:36][CH3:37])[CH:32]=[C:31]([O:38][CH3:39])[C:30]=3[Cl:40])[C:8](=[O:28])[N:9]2[CH2:12][CH2:13][CH2:14][N:15]2[CH2:20][CH2:19][N:18]([C:21]([O:23][C:24]([CH3:27])([CH3:26])[CH3:25])=[O:22])[CH2:17][CH2:16]2)=[CH:4][N:3]=1.[CH3:41][NH2:42], predict the reaction product. The product is: [Cl:35][C:34]1[C:33]([O:36][CH3:37])=[CH:32][C:31]([O:38][CH3:39])=[C:30]([Cl:40])[C:29]=1[C:7]1[C:8](=[O:28])[N:9]([CH2:12][CH2:13][CH2:14][N:15]2[CH2:16][CH2:17][N:18]([C:21]([O:23][C:24]([CH3:25])([CH3:26])[CH3:27])=[O:22])[CH2:19][CH2:20]2)[C:10]2[C:5]([CH:6]=1)=[CH:4][N:3]=[C:2]([NH:42][CH3:41])[CH:11]=2. (3) Given the reactants [F:1][C:2]1[CH:3]=[C:4]([NH:10][C:11]2[CH:16]=[CH:15][CH:14]=[CH:13][N:12]=2)[CH:5]=[CH:6][C:7]=1[O:8]C.BrB(Br)Br.C([O-])(O)=O.[Na+], predict the reaction product. The product is: [F:1][C:2]1[CH:3]=[C:4]([NH:10][C:11]2[CH:16]=[CH:15][CH:14]=[CH:13][N:12]=2)[CH:5]=[CH:6][C:7]=1[OH:8]. (4) Given the reactants [H-].[Na+].Br[C:4]1[N:9]=[CH:8][CH:7]=[CH:6][N:5]=1.[CH:10]1([CH2:16][OH:17])[CH2:15][CH2:14][CH2:13][CH2:12][CH2:11]1, predict the reaction product. The product is: [CH:10]1([CH2:16][O:17][C:4]2[N:9]=[CH:8][CH:7]=[CH:6][N:5]=2)[CH2:15][CH2:14][CH2:13][CH2:12][CH2:11]1. (5) Given the reactants Cl[C:2]1[N:7]=[C:6](Cl)[C:5]([N+:9]([O-:11])=[O:10])=[CH:4][N:3]=1.[CH2:12]([O:14][C:15]1[CH:21]=[CH:20][C:18]([NH2:19])=[CH:17][CH:16]=1)[CH3:13], predict the reaction product. The product is: [CH2:12]([O:14][C:15]1[CH:21]=[CH:20][C:18]([NH:19][C:2]2[N:7]=[C:6]([NH:19][C:18]3[CH:20]=[CH:21][C:15]([O:14][CH2:12][CH3:13])=[CH:16][CH:17]=3)[C:5]([N+:9]([O-:11])=[O:10])=[CH:4][N:3]=2)=[CH:17][CH:16]=1)[CH3:13].